From a dataset of Forward reaction prediction with 1.9M reactions from USPTO patents (1976-2016). Predict the product of the given reaction. (1) Given the reactants [CH3:1]I.[Cl:3][C:4]1[CH:5]=[C:6]([N:11]2[CH2:16][CH2:15][CH:14]([NH:17][C:18](=[O:23])[C:19]([F:22])([F:21])[F:20])[CH2:13][CH2:12]2)[CH:7]=[CH:8][C:9]=1[Cl:10].[H-].[Na+].O, predict the reaction product. The product is: [Cl:3][C:4]1[CH:5]=[C:6]([N:11]2[CH2:16][CH2:15][CH:14]([N:17]([CH3:1])[C:18](=[O:23])[C:19]([F:20])([F:21])[F:22])[CH2:13][CH2:12]2)[CH:7]=[CH:8][C:9]=1[Cl:10]. (2) Given the reactants CON(C)[C:4]([CH:6]1[CH2:11][S:10][CH2:9][CH2:8][N:7]1[C:12]([O:14][C:15]([CH3:18])([CH3:17])[CH3:16])=[O:13])=[O:5].[H-].[Al+3].[Li+].[H-].[H-].[H-], predict the reaction product. The product is: [CH:4]([CH:6]1[CH2:11][S:10][CH2:9][CH2:8][N:7]1[C:12]([O:14][C:15]([CH3:18])([CH3:17])[CH3:16])=[O:13])=[O:5].